The task is: Predict the product of the given reaction.. This data is from Forward reaction prediction with 1.9M reactions from USPTO patents (1976-2016). Given the reactants [C:1]([O-])(=O)[C:2]([CH3:4])=O.[NH2:7][C@H:8]([C:14]([O-:16])=[O:15])[CH2:9][CH2:10][C:11]([O-:13])=[O:12].C[C:18]1[N:23]=[CH:22][C:21]([CH2:24]OP(O)(O)=O)=[C:20](C=O)[C:19]=1O.P([O-])([O-])([O-])=[O:34].[K+].[K+].[K+], predict the reaction product. The product is: [CH:2]1[CH:4]=[C:24]2[C:21]([CH2:20][C@@:10]([OH:34])([C:11]([OH:13])=[O:12])[CH2:9][C@H:8]([NH2:7])[C:14]([OH:16])=[O:15])=[CH:22][NH:23][C:18]2=[CH:19][CH:1]=1.